Dataset: Forward reaction prediction with 1.9M reactions from USPTO patents (1976-2016). Task: Predict the product of the given reaction. (1) Given the reactants [CH3:1][O:2][C:3]1[CH:4]=[C:5]([S:13][CH2:14][C:15](=O)[CH2:16][C:17]([O:19][CH3:20])=[O:18])[CH:6]=[C:7]([C:9]([F:12])([F:11])[F:10])[CH:8]=1.CS(O)(=O)=O.O=P12OP3(OP(OP(O3)(O1)=O)(=O)O2)=O, predict the reaction product. The product is: [CH3:20][O:19][C:17](=[O:18])[CH2:16][C:15]1[C:6]2[C:7]([C:9]([F:12])([F:11])[F:10])=[CH:8][C:3]([O:2][CH3:1])=[CH:4][C:5]=2[S:13][CH:14]=1. (2) Given the reactants C([O:3][C:4](=[O:19])[C@@H:5]([O:17][CH3:18])[CH2:6][C:7]1[CH:12]=[CH:11][C:10]([O:13][CH2:14][CH2:15]Br)=[CH:9][CH:8]=1)C.[CH3:20][O:21][C:22]1[CH:23]=[C:24](O)[CH:25]=[CH:26][CH:27]=1.CO[C@@H](CC1C=CC(OCCCOC2C=CC=CC=2)=CC=1)C(O)=O, predict the reaction product. The product is: [CH3:18][O:17][C@@H:5]([CH2:6][C:7]1[CH:8]=[CH:9][C:10]([O:13][CH2:14][CH2:15][C:26]2[CH:25]=[CH:24][CH:23]=[C:22]([O:21][CH3:20])[CH:27]=2)=[CH:11][CH:12]=1)[C:4]([OH:3])=[O:19]. (3) Given the reactants [C:1]([C:4]1[CH:5]=[C:6]([CH:10]=[CH:11][CH:12]=1)[C:7]([OH:9])=[O:8])(=[S:3])[NH2:2].Br[CH2:14][C:15]([C:17]1[CH:22]=[CH:21][C:20]([CH3:23])=[CH:19][CH:18]=1)=O, predict the reaction product. The product is: [C:20]1([CH3:23])[CH:21]=[CH:22][C:17]([C:15]2[N:2]=[C:1]([C:4]3[CH:5]=[C:6]([CH:10]=[CH:11][CH:12]=3)[C:7]([OH:9])=[O:8])[S:3][CH:14]=2)=[CH:18][CH:19]=1. (4) Given the reactants [Si:1]([O:8][C:9]1[CH:14]=[CH:13][C:12]([NH2:15])=[C:11]([N+:16]([O-])=O)[CH:10]=1)([C:4]([CH3:7])([CH3:6])[CH3:5])([CH3:3])[CH3:2].C(O)(=O)C, predict the reaction product. The product is: [Si:1]([O:8][C:9]1[CH:10]=[C:11]([NH2:16])[C:12]([NH2:15])=[CH:13][CH:14]=1)([C:4]([CH3:7])([CH3:6])[CH3:5])([CH3:3])[CH3:2]. (5) Given the reactants C1C=CC(P(C2C(C3C(P(C4C=CC=CC=4)C4C=CC=CC=4)=CC=C4C=3C=CC=C4)=C3C(C=CC=C3)=CC=2)C2C=CC=CC=2)=CC=1.C(=O)([O-])[O-].[Cs+].[Cs+].[F:53][C:54]1[CH:60]=[CH:59][C:57]([NH2:58])=[CH:56][CH:55]=1.Cl[C:62]1[N:67]=[CH:66][C:65]([C:68]([N:70]([CH3:92])[C:71]2[CH:76]=[CH:75][C:74]([CH2:77][N:78]3[CH2:83][CH2:82][N:81]([C:84]([O:86][C:87]([CH3:90])([CH3:89])[CH3:88])=[O:85])[C@@H:80]([CH3:91])[CH2:79]3)=[CH:73][CH:72]=2)=[O:69])=[CH:64][CH:63]=1, predict the reaction product. The product is: [F:53][C:54]1[CH:60]=[CH:59][C:57]([NH:58][C:62]2[N:67]=[CH:66][C:65]([C:68]([N:70]([CH3:92])[C:71]3[CH:76]=[CH:75][C:74]([CH2:77][N:78]4[CH2:83][CH2:82][N:81]([C:84]([O:86][C:87]([CH3:89])([CH3:88])[CH3:90])=[O:85])[C@@H:80]([CH3:91])[CH2:79]4)=[CH:73][CH:72]=3)=[O:69])=[CH:64][CH:63]=2)=[CH:56][CH:55]=1. (6) The product is: [BH-:1]([O:19][C:17]([CH3:12])=[O:18])([O:19][C:17]([CH3:12])=[O:18])[O:24][C:23]([CH3:22])=[O:25].[Na+:2].[CH2:3]([NH:10][CH:11]1[CH2:16][CH2:15][O:14][CH2:13][CH:12]1[C:17]([O:19][CH2:20][CH3:21])=[O:18])[C:4]1[CH:5]=[CH:6][CH:7]=[CH:8][CH:9]=1. Given the reactants [BH4-:1].[Na+:2].[CH2:3]([NH:10][C:11]1[CH2:16][CH2:15][O:14][CH2:13][C:12]=1[C:17]([O:19][CH2:20][CH3:21])=[O:18])[C:4]1[CH:9]=[CH:8][CH:7]=[CH:6][CH:5]=1.[CH3:22][C:23]([OH:25])=[O:24], predict the reaction product. (7) Given the reactants C1(O[C:8](=[O:40])[NH:9][C:10]2[CH:15]=[C:14]([O:16][C:17]3[CH:18]=[N:19][C:20]([NH:23][C:24]([C:26]4[C:27](=[O:39])[N:28]([C:33]5[CH:38]=[CH:37][CH:36]=[CH:35][CH:34]=5)[N:29]([CH3:32])[C:30]=4[CH3:31])=[O:25])=[CH:21][CH:22]=3)[CH:13]=[CH:12][N:11]=2)C=CC=CC=1.[NH2:41][CH2:42][CH2:43][OH:44], predict the reaction product. The product is: [OH:44][CH2:43][CH2:42][NH:41][C:8](=[O:40])[NH:9][C:10]1[CH:15]=[C:14]([O:16][C:17]2[CH:22]=[CH:21][C:20]([NH:23][C:24]([C:26]3[C:27](=[O:39])[N:28]([C:33]4[CH:34]=[CH:35][CH:36]=[CH:37][CH:38]=4)[N:29]([CH3:32])[C:30]=3[CH3:31])=[O:25])=[N:19][CH:18]=2)[CH:13]=[CH:12][N:11]=1.